From a dataset of Forward reaction prediction with 1.9M reactions from USPTO patents (1976-2016). Predict the product of the given reaction. (1) Given the reactants [CH:1]([N:4]([CH2:8][CH2:9][CH:10]([C:17]1[CH:22]=[C:21]([CH3:23])[CH:20]=[CH:19][C:18]=1[OH:24])[C:11]1[CH:16]=[CH:15][CH:14]=[CH:13][CH:12]=1)[CH:5]([CH3:7])[CH3:6])([CH3:3])[CH3:2].[C:25]([OH:34])(=[O:33])[C@@H:26]([C@H:28]([C:30]([OH:32])=[O:31])[OH:29])[OH:27], predict the reaction product. The product is: [C:30]([CH:28]([CH:26]([C:25]([OH:34])=[O:33])[OH:27])[OH:29])([OH:32])=[O:31].[CH:1]([N:4]([CH2:8][CH2:9][CH:10]([C:17]1[CH:22]=[C:21]([CH3:23])[CH:20]=[CH:19][C:18]=1[OH:24])[C:11]1[CH:12]=[CH:13][CH:14]=[CH:15][CH:16]=1)[CH:5]([CH3:7])[CH3:6])([CH3:2])[CH3:3]. (2) Given the reactants C(N([CH2:6][CH3:7])CC)C.[CH:8]([C:10](CC)=[O:11])=[CH2:9].[C:14]1([CH3:24])[CH:19]=[CH:18][C:17](S([O-])(=O)=O)=[CH:16][CH:15]=1.[NH+]1C=CC=CC=1.N[C@H:32]([C:40]([OH:42])=O)[CH2:33][C:34]1[CH:39]=CC=CC=1.[Cl-].[NH4+].[C:45]([O:49]C)(C)(C)C, predict the reaction product. The product is: [CH3:45][O:49][C:17]1[CH:18]=[CH:19][C:14]([C@@:24]23[C:40](=[O:42])[CH2:32][CH2:33][CH2:34][C:39]2=[C:6]([CH3:7])[C:10](=[O:11])[CH2:8][CH2:9]3)=[CH:15][CH:16]=1. (3) Given the reactants [Br:1][C:2]1[N:7]=[CH:6][C:5]([CH:8]([OH:21])[CH2:9][N:10]([CH2:18][CH2:19]O)[C:11](=[O:17])[O:12][C:13]([CH3:16])([CH3:15])[CH3:14])=[CH:4][C:3]=1[CH3:22].C(N(CC)CC)C.CS(Cl)(=O)=O, predict the reaction product. The product is: [Br:1][C:2]1[N:7]=[CH:6][C:5]([CH:8]2[O:21][CH2:19][CH2:18][N:10]([C:11]([O:12][C:13]([CH3:16])([CH3:15])[CH3:14])=[O:17])[CH2:9]2)=[CH:4][C:3]=1[CH3:22]. (4) Given the reactants [Si:1]([O:8][C@@H:9]([C:23]1[CH:28]=[CH:27][C:26]([C:29]([F:32])([F:31])[F:30])=[CH:25][CH:24]=1)[C@H:10]1[CH2:14][O:13][S:12](=[O:15])[N:11]1[C:16]([O:18][C:19]([CH3:22])([CH3:21])[CH3:20])=[O:17])([C:4]([CH3:7])([CH3:6])[CH3:5])([CH3:3])[CH3:2].I([O-])(=O)(=O)=[O:34].[Na+].O.CCOC(C)=O, predict the reaction product. The product is: [Si:1]([O:8][C@@H:9]([C:23]1[CH:24]=[CH:25][C:26]([C:29]([F:32])([F:30])[F:31])=[CH:27][CH:28]=1)[C@H:10]1[CH2:14][O:13][S:12](=[O:34])(=[O:15])[N:11]1[C:16]([O:18][C:19]([CH3:22])([CH3:21])[CH3:20])=[O:17])([C:4]([CH3:5])([CH3:6])[CH3:7])([CH3:3])[CH3:2]. (5) Given the reactants [Br:1][C:2]1[CH:7]=[CH:6][C:5]([CH2:8]O)=[C:4]([CH3:10])[CH:3]=1.C(Br)(Br)(Br)[Br:12].C1C=CC(P(C2C=CC=CC=2)C2C=CC=CC=2)=CC=1.C1(P(=O)(C2C=CC=CC=2)C2C=CC=CC=2)C=CC=CC=1, predict the reaction product. The product is: [Br:1][C:2]1[CH:7]=[CH:6][C:5]([CH2:8][Br:12])=[C:4]([CH3:10])[CH:3]=1. (6) Given the reactants [CH3:1][N:2]([CH:10]1[CH2:15][CH2:14][C:13]([C:16]2[C:24]3[C:19](=[CH:20][CH:21]=[C:22]([N+:25]([O-])=O)[CH:23]=3)[NH:18][CH:17]=2)=[CH:12][CH2:11]1)[C:3](=[O:9])[O:4][C:5]([CH3:8])([CH3:7])[CH3:6], predict the reaction product. The product is: [NH2:25][C:22]1[CH:23]=[C:24]2[C:19](=[CH:20][CH:21]=1)[NH:18][CH:17]=[C:16]2[C:13]1[CH2:14][CH2:15][CH:10]([N:2]([CH3:1])[C:3](=[O:9])[O:4][C:5]([CH3:6])([CH3:7])[CH3:8])[CH2:11][CH:12]=1. (7) Given the reactants [CH2:1]([C:3]1[CH:8]=[C:7]([C:9]([F:12])([F:11])[F:10])[N+:6]([O-])=[C:5]([CH3:14])[CH:4]=1)[CH3:2].[CH3:15][C:16]([O:18]C(C)=O)=[O:17], predict the reaction product. The product is: [C:16]([O:18][CH2:14][C:5]1[CH:4]=[C:3]([CH2:1][CH3:2])[CH:8]=[C:7]([C:9]([F:12])([F:11])[F:10])[N:6]=1)(=[O:17])[CH3:15]. (8) Given the reactants Br[C:2]1[N:7]=[C:6]2[N:8]([C:11]3[CH:16]=[CH:15][N:14]=[C:13]([Cl:17])[CH:12]=3)[CH:9]=[N:10][C:5]2=[CH:4][CH:3]=1.C1C=CC(P(C2C(C3C(P(C4C=CC=CC=4)C4C=CC=CC=4)=CC=C4C=3C=CC=C4)=C3C(C=CC=C3)=CC=2)C2C=CC=CC=2)=CC=1.[N:64]#N.N[CH:67]1[CH2:72][CH2:71][CH2:70][CH:69]([OH:73])[CH2:68]1.CC(C)([O-])C.[Na+], predict the reaction product. The product is: [NH3:7].[Cl:17][C:13]1[CH:12]=[C:11]([N:8]2[C:6]3=[N:7][C:2]([CH:70]4[CH2:71][CH2:72][CH2:67][CH2:68][C:69]4([NH2:64])[OH:73])=[CH:3][CH:4]=[C:5]3[N:10]=[CH:9]2)[CH:16]=[CH:15][N:14]=1. (9) Given the reactants [F:1][C:2]1([F:16])[CH2:4][CH:3]1[CH:5]1[C:14]2[C:9](=[CH:10][CH:11]=[CH:12][CH:13]=2)[NH:8][C:7](=O)[CH2:6]1.O1CCCC1.B, predict the reaction product. The product is: [F:16][C:2]1([F:1])[CH2:4][CH:3]1[CH:5]1[C:14]2[C:9](=[CH:10][CH:11]=[CH:12][CH:13]=2)[NH:8][CH2:7][CH2:6]1.